From a dataset of Peptide-MHC class II binding affinity with 134,281 pairs from IEDB. Regression. Given a peptide amino acid sequence and an MHC pseudo amino acid sequence, predict their binding affinity value. This is MHC class II binding data. (1) The peptide sequence is AGDGDVVAVDIKEKG. The MHC is DRB1_0802 with pseudo-sequence DRB1_0802. The binding affinity (normalized) is 0.151. (2) The peptide sequence is YLFAKDKSGPLQPGV. The MHC is HLA-DQA10101-DQB10501 with pseudo-sequence HLA-DQA10101-DQB10501. The binding affinity (normalized) is 0.0298. (3) The peptide sequence is KEDFLRCLVKEIPPR. The MHC is DRB3_0202 with pseudo-sequence DRB3_0202. The binding affinity (normalized) is 0.0558.